From a dataset of Reaction yield outcomes from USPTO patents with 853,638 reactions. Predict the reaction yield, written as a fraction of the theoretical maximum amount of product (1.0 means a 100% yield; for example, 0.34 means a 34% yield). (1) The reactants are [O:1]1[C:5]2[CH:6]=[CH:7][C:8]([CH2:10][NH:11][C:12]3[CH:17]=[C:16](Cl)[N:15]=[C:14]([O:19][CH3:20])[N:13]=3)=[CH:9][C:4]=2[CH:3]=[CH:2]1.[C:21]([C:24]([C:27]1[CH:28]=[C:29](B(O)O)[CH:30]=[CH:31][CH:32]=1)([CH3:26])[CH3:25])([OH:23])=[O:22].C([O-])([O-])=O.[Cs+].[Cs+]. The catalyst is COCCOC.O.C1C=CC([P]([Pd]([P](C2C=CC=CC=2)(C2C=CC=CC=2)C2C=CC=CC=2)([P](C2C=CC=CC=2)(C2C=CC=CC=2)C2C=CC=CC=2)[P](C2C=CC=CC=2)(C2C=CC=CC=2)C2C=CC=CC=2)(C2C=CC=CC=2)C2C=CC=CC=2)=CC=1. The product is [O:1]1[C:5]2[CH:6]=[CH:7][C:8]([CH2:10][NH:11][C:12]3[N:13]=[C:14]([O:19][CH3:20])[N:15]=[C:16]([C:29]4[CH:28]=[C:27]([C:24]([CH3:26])([CH3:25])[C:21]([OH:23])=[O:22])[CH:32]=[CH:31][CH:30]=4)[CH:17]=3)=[CH:9][C:4]=2[CH:3]=[CH:2]1. The yield is 0.340. (2) The reactants are S(Cl)(Cl)=O.[Cl:5][C:6]1[CH:11]=[CH:10][C:9]([N+:12]([O-:14])=[O:13])=[CH:8][C:7]=1[CH2:15][C:16]([OH:18])=[O:17].[CH3:19][CH2:20]O. No catalyst specified. The product is [Cl:5][C:6]1[CH:11]=[CH:10][C:9]([N+:12]([O-:14])=[O:13])=[CH:8][C:7]=1[CH2:15][C:16]([O:18][CH2:19][CH3:20])=[O:17]. The yield is 0.990. (3) The reactants are Br[C:2]1[C:12]2[O:11][CH2:10][CH2:9][N:8]([C:13]([O:15][C:16]([CH3:19])([CH3:18])[CH3:17])=[O:14])[CH2:7][C:6]=2[CH:5]=[CH:4][CH:3]=1.[CH:20]([C:22]1[O:26][CH:25]=[C:24](B2OC(C)(C)C(C)(C)O2)[CH:23]=1)=[O:21].C(=O)([O-])[O-].[Na+].[Na+].O. The catalyst is COCCOC.C1C=CC([P]([Pd]([P](C2C=CC=CC=2)(C2C=CC=CC=2)C2C=CC=CC=2)([P](C2C=CC=CC=2)(C2C=CC=CC=2)C2C=CC=CC=2)[P](C2C=CC=CC=2)(C2C=CC=CC=2)C2C=CC=CC=2)(C2C=CC=CC=2)C2C=CC=CC=2)=CC=1. The product is [CH:20]([C:22]1[O:26][CH:25]=[C:24]([C:2]2[C:12]3[O:11][CH2:10][CH2:9][N:8]([C:13]([O:15][C:16]([CH3:19])([CH3:18])[CH3:17])=[O:14])[CH2:7][C:6]=3[CH:5]=[CH:4][CH:3]=2)[CH:23]=1)=[O:21]. The yield is 0.726.